This data is from Full USPTO retrosynthesis dataset with 1.9M reactions from patents (1976-2016). The task is: Predict the reactants needed to synthesize the given product. (1) Given the product [CH3:1][C:2]1[CH:7]=[C:6]([CH3:8])[N:5]=[C:4]([N:9]2[CH2:16][CH:15]3[CH:11]([CH2:12][N:13]([C:21]([C:20]4[CH:24]=[CH:25][CH:26]=[C:18]([F:17])[C:19]=4[N:27]4[N:31]=[CH:30][CH:29]=[N:28]4)=[O:22])[CH2:14]3)[CH2:10]2)[N:3]=1, predict the reactants needed to synthesize it. The reactants are: [CH3:1][C:2]1[CH:7]=[C:6]([CH3:8])[N:5]=[C:4]([N:9]2[CH2:16][CH:15]3[CH:11]([CH2:12][NH:13][CH2:14]3)[CH2:10]2)[N:3]=1.[F:17][C:18]1[C:19]([N:27]2[N:31]=[CH:30][CH:29]=[N:28]2)=[C:20]([CH:24]=[CH:25][CH:26]=1)[C:21](O)=[O:22].CN(C(ON1N=NC2C=CC=NC1=2)=[N+](C)C)C.F[P-](F)(F)(F)(F)F.CCN(C(C)C)C(C)C. (2) Given the product [Cl:2][C:3]1[CH:9]=[CH:8][C:7]([O:10][CH3:11])=[CH:6][C:4]=1[NH:5][C:27]1[C:28]([NH:37][S:38]([C:41]2[CH:46]=[CH:45][CH:44]=[C:43]([N+:47]([O-:49])=[O:48])[CH:42]=2)(=[O:39])=[O:40])=[N:29][C:30]2[C:35]([N:36]=1)=[CH:34][CH:33]=[CH:32][CH:31]=2, predict the reactants needed to synthesize it. The reactants are: Cl.[Cl:2][C:3]1[CH:9]=[CH:8][C:7]([O:10][CH3:11])=[CH:6][C:4]=1[NH2:5].C(#N)C.C1CCN2C(=NCCC2)CC1.Cl[C:27]1[C:28]([NH:37][S:38]([C:41]2[CH:46]=[CH:45][CH:44]=[C:43]([N+:47]([O-:49])=[O:48])[CH:42]=2)(=[O:40])=[O:39])=[N:29][C:30]2[C:35]([N:36]=1)=[CH:34][CH:33]=[CH:32][CH:31]=2. (3) Given the product [CH3:13][N:14]([CH3:15])[C:28](=[O:30])[CH2:27][CH2:26][C:23]1[CH:22]=[C:21]([C:17]2[S:16][CH:20]=[CH:19][CH:18]=2)[NH:25][CH:24]=1, predict the reactants needed to synthesize it. The reactants are: C[Al](C)C.C1(C)C=CC=CC=1.Cl.[CH3:13][NH:14][CH3:15].[S:16]1[CH:20]=[CH:19][CH:18]=[C:17]1[C:21]1[NH:25][CH:24]=[C:23]([CH2:26][CH2:27][C:28]([O:30]CC)=O)[CH:22]=1. (4) Given the product [CH2:1]([S:8][C:9]1[CH:10]=[C:11]([C:23]#[C:22][CH2:21][NH:20][C:18](=[O:19])[C:17]([F:25])([F:24])[F:16])[CH:12]=[CH:13][CH:14]=1)[C:2]1[CH:7]=[CH:6][CH:5]=[CH:4][CH:3]=1, predict the reactants needed to synthesize it. The reactants are: [CH2:1]([S:8][C:9]1[CH:14]=[CH:13][CH:12]=[C:11](Br)[CH:10]=1)[C:2]1[CH:7]=[CH:6][CH:5]=[CH:4][CH:3]=1.[F:16][C:17]([F:25])([F:24])[C:18]([NH:20][CH2:21][C:22]#[CH:23])=[O:19]. (5) Given the product [Si:1]([O:8][CH2:9][CH2:10][CH2:11][C:12](=[N:26][NH:25][C:23](=[O:24])[C:22]1[CH:27]=[C:28]([F:31])[CH:29]=[CH:30][C:21]=1[F:20])[C:14]1[CH:19]=[CH:18][CH:17]=[CH:16][CH:15]=1)([C:4]([CH3:7])([CH3:6])[CH3:5])([CH3:3])[CH3:2], predict the reactants needed to synthesize it. The reactants are: [Si:1]([O:8][CH2:9][CH2:10][CH2:11][C:12]([C:14]1[CH:19]=[CH:18][CH:17]=[CH:16][CH:15]=1)=O)([C:4]([CH3:7])([CH3:6])[CH3:5])([CH3:3])[CH3:2].[F:20][C:21]1[CH:30]=[CH:29][C:28]([F:31])=[CH:27][C:22]=1[C:23]([NH:25][NH2:26])=[O:24].C(O)(=O)C.